From a dataset of Forward reaction prediction with 1.9M reactions from USPTO patents (1976-2016). Predict the product of the given reaction. (1) Given the reactants [F:1][C:2]1[C:8]([F:9])=[CH:7][CH:6]=[C:5]([N+:10]([O-:12])=[O:11])[C:3]=1[NH2:4].[Br:13]N1C(=O)CCC1=O, predict the reaction product. The product is: [Br:13][C:7]1[CH:6]=[C:5]([N+:10]([O-:12])=[O:11])[C:3]([NH2:4])=[C:2]([F:1])[C:8]=1[F:9]. (2) Given the reactants [CH:1]1([C:6]2[NH:11][C:10](=[O:12])[C:9]([CH:13]([NH:16][C:17]([CH:19]3[CH2:21][CH2:20]3)=O)[CH2:14][CH3:15])=[N:8][N:7]=2)[CH2:5][CH2:4][CH2:3][CH2:2]1.P(Cl)(Cl)(Cl)=O, predict the reaction product. The product is: [CH:1]1([C:6]2[NH:11][C:10](=[O:12])[C:9]3=[C:13]([CH2:14][CH3:15])[N:16]=[C:17]([CH:19]4[CH2:21][CH2:20]4)[N:8]3[N:7]=2)[CH2:5][CH2:4][CH2:3][CH2:2]1. (3) The product is: [F:1][C:2]1[CH:3]=[CH:4][C:5]([C:8]2[C:15]([C:16]3[CH:17]=[CH:18][CH:19]=[CH:20][CH:21]=3)=[C:14]3[N:10]([C:9]=2[C:30]([O:31][CH3:32])=[O:29])[CH2:11][CH2:12][CH2:13]3)=[CH:6][CH:7]=1. Given the reactants [F:1][C:2]1[CH:7]=[CH:6][C:5]([C:8]2[C:15]([C:16]3[CH:21]=[CH:20][CH:19]=[CH:18][CH:17]=3)=[C:14]3[N:10]([CH2:11][CH2:12][CH2:13]3)[CH:9]=2)=[CH:4][CH:3]=1.C(N(CC)CC)C.[O:29]=[C:30](Cl)[O:31][C:32](Cl)(Cl)Cl.CO, predict the reaction product. (4) Given the reactants [OH:1][CH2:2][CH2:3][CH2:4][CH2:5][CH2:6][CH2:7][CH2:8][CH2:9][CH2:10][CH2:11][CH2:12][C:13]1[CH:18]=[CH:17][C:16]([OH:19])=[CH:15][CH:14]=1.[O:20]1CC[CH2:23][CH2:22][CH:21]1[O:26][CH2:27][CH2:28][CH2:29][CH2:30][CH2:31][CH2:32][CH2:33][CH2:34][CH2:35][CH2:36][CH2:37]Br.[O:39]1[CH2:44][CH2:43][CH2:42][CH2:41][CH:40]1[O:45][C:46]1[CH:51]=[CH:50][C:49]([Mg]Br)=[CH:48][CH:47]=1.[O:54]1CCCC[CH:55]1[O:60][C:61]1[CH:66]=[CH:65][C:64](Br)=[CH:63][CH:62]=1.[Mg].O1CC[CH2:71][CH2:70]1, predict the reaction product. The product is: [CH2:2]([C:49]1[CH:50]=[CH:51][C:46]([O:45][C:40]([C@H:41]2[CH2:71][CH2:70][C@H:44]([C:55]([O:60][C:61]3[CH:62]=[CH:63][C:64]([CH2:37][CH2:36][CH2:35][CH2:34][CH2:33][CH2:32][CH2:31][CH2:30][CH2:29][CH2:28][CH2:27][O:26][C:21](=[O:20])[CH:22]=[CH2:23])=[CH:65][CH:66]=3)=[O:54])[CH2:43][CH2:42]2)=[O:39])=[CH:47][CH:48]=1)[CH2:3][CH2:4][CH2:5][CH2:6][CH3:7].[OH:1][CH2:2][CH2:3][CH2:4][CH2:5][CH2:6][CH2:7][CH2:8][CH2:9][CH2:10][CH2:11][CH2:12][C:13]1[CH:14]=[CH:15][C:16]([OH:19])=[CH:17][CH:18]=1. (5) Given the reactants [Cl:1][C:2]1[CH:7]=[CH:6][C:5]([NH:8][C:9]([NH:11][C:12]2[CH:17]=[CH:16][C:15]([C:18]([OH:20])=O)=[CH:14][CH:13]=2)=[O:10])=[CH:4][C:3]=1[C:21]([F:24])([F:23])[F:22].[CH3:25][NH:26][C:27]([C:29]1[CH:30]=[C:31]([CH:33]=[CH:34][CH:35]=1)[NH2:32])=[O:28], predict the reaction product. The product is: [Cl:1][C:2]1[CH:7]=[CH:6][C:5]([NH:8][C:9]([NH:11][C:12]2[CH:13]=[CH:14][C:15]([C:18](=[O:20])[NH:32][C:31]3[CH:33]=[CH:34][CH:35]=[C:29]([C:27](=[O:28])[NH:26][CH3:25])[CH:30]=3)=[CH:16][CH:17]=2)=[O:10])=[CH:4][C:3]=1[C:21]([F:23])([F:24])[F:22]. (6) Given the reactants Br[C:2]1[N:7]=[C:6]([F:8])[C:5]([N:9]2[CH:13]=[C:12]([CH3:14])[N:11]=[CH:10]2)=[CH:4][CH:3]=1.[F:15][C:16]([F:35])([F:34])[C:17]1[CH:22]=[CH:21][CH:20]=[CH:19][C:18]=1[CH:23]1[CH2:28][CH2:27][CH2:26][N:25]2[N:29]=[C:30]([CH:32]=[CH2:33])[N:31]=[C:24]12.C1(C)C=CC=CC=1P(C1C=CC=CC=1C)C1C=CC=CC=1C.C(N(CC)CC)C, predict the reaction product. The product is: [F:8][C:6]1[N:7]=[C:2](/[CH:33]=[CH:32]/[C:30]2[N:31]=[C:24]3[CH:23]([C:18]4[CH:19]=[CH:20][CH:21]=[CH:22][C:17]=4[C:16]([F:34])([F:15])[F:35])[CH2:28][CH2:27][CH2:26][N:25]3[N:29]=2)[CH:3]=[CH:4][C:5]=1[N:9]1[CH:13]=[C:12]([CH3:14])[N:11]=[CH:10]1. (7) Given the reactants CO[C:3]1[CH:4]=[C:5]2[C:10](=[CH:11][CH:12]=1)[NH:9][C:8](=[O:13])[CH2:7][CH2:6]2.Cl[CH2:15][CH2:16][CH2:17]I.C([O-])([O-])=O.[Cs+].[Cs+].C([O-])([O-])=O.[K+].[K+].[CH2:31]([CH:35]1[CH2:40][CH2:39][NH:38][CH2:37][CH2:36]1)[CH2:32][CH2:33][CH3:34], predict the reaction product. The product is: [CH2:31]([CH:35]1[CH2:40][CH2:39][N:38]([CH2:15][CH2:16][CH2:17][N:9]2[C:10]3[C:5](=[CH:4][CH:3]=[CH:12][CH:11]=3)[CH2:6][CH2:7][C:8]2=[O:13])[CH2:37][CH2:36]1)[CH2:32][CH2:33][CH3:34].